From a dataset of Forward reaction prediction with 1.9M reactions from USPTO patents (1976-2016). Predict the product of the given reaction. (1) Given the reactants [CH:1]1([C:7]2([C:20]([OH:22])=O)[CH2:13][CH:12]3[N:14]([C:15]([O:17][CH2:18][CH3:19])=[O:16])[CH:9]([CH2:10][CH2:11]3)[CH2:8]2)[CH2:6][CH2:5][CH2:4][CH2:3][CH2:2]1.C(Cl)(=O)C(Cl)=O.[C:29]([NH2:33])([CH3:32])([CH3:31])[CH3:30], predict the reaction product. The product is: [C:29]([NH:33][C:20]([C:7]1([CH:1]2[CH2:6][CH2:5][CH2:4][CH2:3][CH2:2]2)[CH2:13][CH:12]2[N:14]([C:15]([O:17][CH2:18][CH3:19])=[O:16])[CH:9]([CH2:10][CH2:11]2)[CH2:8]1)=[O:22])([CH3:32])([CH3:31])[CH3:30]. (2) Given the reactants [C:1]([C:3]1[CH:8]=[CH:7][C:6]([CH:9]2[CH2:14][CH2:13][N:12]([C:15]([C:17]3[CH:18]=[CH:19][C:20]([CH3:31])=[C:21]([NH:23][S:24]([CH2:27][C:28]([OH:30])=O)(=[O:26])=[O:25])[CH:22]=3)=[O:16])[CH2:11][CH2:10]2)=[CH:5][CH:4]=1)#[N:2].ClC(N(C)C)=C(C)C.[NH:40]1[CH2:45][CH2:44][O:43][CH2:42][CH2:41]1.N1C=CC=CC=1, predict the reaction product. The product is: [C:1]([C:3]1[CH:8]=[CH:7][C:6]([CH:9]2[CH2:14][CH2:13][N:12]([C:15]([C:17]3[CH:18]=[CH:19][C:20]([CH3:31])=[C:21]([NH:23][S:24]([CH2:27][C:28]([N:40]4[CH2:45][CH2:44][O:43][CH2:42][CH2:41]4)=[O:30])(=[O:25])=[O:26])[CH:22]=3)=[O:16])[CH2:11][CH2:10]2)=[CH:5][CH:4]=1)#[N:2]. (3) Given the reactants [F:1][C:2]1[CH:10]=[C:9]2[C:5]([C:6](I)=[CH:7][N:8]2[S:11]([C:14]2[CH:20]=[CH:19][C:17]([CH3:18])=[CH:16][CH:15]=2)(=[O:13])=[O:12])=[CH:4][C:3]=1[C:22]1[O:26][C:25]([NH:27][CH:28]([CH3:30])[CH3:29])=[N:24][N:23]=1.[B:31]1([B:31]2[O:35][C:34]([CH3:37])([CH3:36])[C:33]([CH3:39])([CH3:38])[O:32]2)[O:35][C:34]([CH3:37])([CH3:36])[C:33]([CH3:39])([CH3:38])[O:32]1.C([O-])(=O)C.[K+].C(Cl)Cl, predict the reaction product. The product is: [F:1][C:2]1[CH:10]=[C:9]2[C:5]([C:6]([B:31]3[O:35][C:34]([CH3:37])([CH3:36])[C:33]([CH3:39])([CH3:38])[O:32]3)=[CH:7][N:8]2[S:11]([C:14]2[CH:20]=[CH:19][C:17]([CH3:18])=[CH:16][CH:15]=2)(=[O:13])=[O:12])=[CH:4][C:3]=1[C:22]1[O:26][C:25]([NH:27][CH:28]([CH3:30])[CH3:29])=[N:24][N:23]=1. (4) Given the reactants Br[C:2]1[CH:7]=[CH:6][C:5]([O:8][CH2:9][CH3:10])=[C:4]([Cl:11])[C:3]=1[F:12].[Li]C(CC)C.B(OC(C)C)(OC(C)C)[O:19]C(C)C.OO.N([O-])=O.[Na+], predict the reaction product. The product is: [Cl:11][C:4]1[C:3]([F:12])=[C:2]([OH:19])[CH:7]=[CH:6][C:5]=1[O:8][CH2:9][CH3:10]. (5) Given the reactants FC(F)(F)C(O)=O.[CH3:8][CH:9]([O:11][C:12]1[C:17]([C:18]#[N:19])=[CH:16][C:15]([C:20]2[O:24][N:23]=[C:22]([C:25]3[CH:35]=[CH:34][C:28]4[CH2:29][CH2:30][NH:31][CH2:32][CH2:33][C:27]=4[CH:26]=3)[N:21]=2)=[CH:14][N:13]=1)[CH3:10].[CH3:36][C:37]([O:40][C:41]([NH:43][C@H:44]([C:48](O)=[O:49])[C@@H:45]([CH3:47])[OH:46])=[O:42])([CH3:39])[CH3:38].CCN(C(C)C)C(C)C.CN(C(ON1N=NC2C=CC=NC1=2)=[N+](C)C)C.F[P-](F)(F)(F)(F)F, predict the reaction product. The product is: [C:18]([C:17]1[CH:16]=[C:15]([C:20]2[O:24][N:23]=[C:22]([C:25]3[CH:35]=[CH:34][C:28]4[CH2:29][CH2:30][N:31]([C:48]([C@@H:44]([NH:43][C:41](=[O:42])[O:40][C:37]([CH3:39])([CH3:38])[CH3:36])[C@H:45]([OH:46])[CH3:47])=[O:49])[CH2:32][CH2:33][C:27]=4[CH:26]=3)[N:21]=2)[CH:14]=[N:13][C:12]=1[O:11][CH:9]([CH3:8])[CH3:10])#[N:19]. (6) Given the reactants [NH2:1][C:2]1[CH:7]=[CH:6][C:5]([C:8]2[CH:13]=[CH:12][C:11]([Cl:14])=[CH:10][CH:9]=2)=[CH:4][C:3]=1[CH2:15][N:16]1[CH2:21][CH2:20][N:19](C(OC(C)(C)C)=O)[CH2:18][CH:17]1[C:29]([O:31]C)=O.Cl.C(O)(C)C, predict the reaction product. The product is: [Cl:14][C:11]1[CH:10]=[CH:9][C:8]([C:5]2[CH:6]=[CH:7][C:2]3[NH:1][C:29](=[O:31])[CH:17]4[CH2:18][NH:19][CH2:20][CH2:21][N:16]4[CH2:15][C:3]=3[CH:4]=2)=[CH:13][CH:12]=1.